From a dataset of Peptide-MHC class I binding affinity with 185,985 pairs from IEDB/IMGT. Regression. Given a peptide amino acid sequence and an MHC pseudo amino acid sequence, predict their binding affinity value. This is MHC class I binding data. (1) The peptide sequence is NQQVTNSKY. The MHC is HLA-B58:01 with pseudo-sequence HLA-B58:01. The binding affinity (normalized) is 0.0847. (2) The peptide sequence is RSLFNTVATLY. The MHC is HLA-B08:02 with pseudo-sequence HLA-B08:02. The binding affinity (normalized) is 0.0847. (3) The peptide sequence is APAKKAAPA. The MHC is HLA-A69:01 with pseudo-sequence HLA-A69:01. The binding affinity (normalized) is 0.0847. (4) The peptide sequence is RLAELIGPA. The MHC is HLA-B15:01 with pseudo-sequence HLA-B15:01. The binding affinity (normalized) is 0.463. (5) The peptide sequence is TTADHMHML. The MHC is HLA-B08:02 with pseudo-sequence HLA-B08:02. The binding affinity (normalized) is 0.0847. (6) The peptide sequence is KPTFKHASV. The MHC is HLA-B39:01 with pseudo-sequence HLA-B39:01. The binding affinity (normalized) is 0.0847.